This data is from Full USPTO retrosynthesis dataset with 1.9M reactions from patents (1976-2016). The task is: Predict the reactants needed to synthesize the given product. (1) Given the product [CH2:25]([N:16]([CH2:14][CH3:15])[C:17]([CH:18]1[CH2:23][CH2:22][CH2:21][N:20]([C:6]2[C:7]3[C:12](=[CH:11][CH:10]=[CH:9][CH:8]=3)[C:3]([C:1]#[N:2])=[CH:4][CH:5]=2)[CH2:19]1)=[O:24])[CH3:26], predict the reactants needed to synthesize it. The reactants are: [C:1]([C:3]1[C:12]2[C:7](=[CH:8][CH:9]=[CH:10][CH:11]=2)[C:6](F)=[CH:5][CH:4]=1)#[N:2].[CH2:14]([N:16]([CH2:25][CH3:26])[C:17](=[O:24])[CH:18]1[CH2:23][CH2:22][CH2:21][NH:20][CH2:19]1)[CH3:15]. (2) Given the product [ClH:1].[Cl:1][C:2]1[CH:3]=[C:4]([CH:7]=[CH:8][C:9]=1[O:10][CH2:11][CH2:12][CH2:13][CH2:14][CH2:15][CH3:16])[CH:5]=[N:21][NH:20][C:17]([NH2:19])=[NH:18], predict the reactants needed to synthesize it. The reactants are: [Cl:1][C:2]1[CH:3]=[C:4]([CH:7]=[CH:8][C:9]=1[O:10][CH2:11][CH2:12][CH2:13][CH2:14][CH2:15][CH3:16])[CH:5]=O.[C:17]([NH:20][NH2:21])([NH2:19])=[NH:18].Cl.